This data is from Peptide-MHC class II binding affinity with 134,281 pairs from IEDB. The task is: Regression. Given a peptide amino acid sequence and an MHC pseudo amino acid sequence, predict their binding affinity value. This is MHC class II binding data. (1) The peptide sequence is PQLTKNAGVLTCSLS. The MHC is HLA-DQA10401-DQB10402 with pseudo-sequence HLA-DQA10401-DQB10402. The binding affinity (normalized) is 0.368. (2) The peptide sequence is CQSVCEEFFHQKLLL. The MHC is DRB1_0101 with pseudo-sequence DRB1_0101. The binding affinity (normalized) is 0.265.